Dataset: Cav3 T-type calcium channel HTS with 100,875 compounds. Task: Binary Classification. Given a drug SMILES string, predict its activity (active/inactive) in a high-throughput screening assay against a specified biological target. (1) The compound is s1c(c(nc1c1ccccc1)c1ccccc1)Cc1oc(SCc2ccc(OC)cc2)nn1. The result is 1 (active). (2) The result is 0 (inactive). The molecule is S(CC(=O)c1ccc(OC)cc1)c1nc([nH]n1)c1occc1. (3) The molecule is O=C(NCc1cc2OCOc2cc1)C1C(CC(=C(C1)C)C)C(O)=O. The result is 0 (inactive). (4) The molecule is s1cc(c2n(C3CCCCC3)cc3c(c2)=CC(=O)C(OC(=O)C2CCCC2)(C3=O)C)cc1. The result is 0 (inactive). (5) The compound is s1c2c(CCC2)c2c1nc(SCC(C)=C)nc2N. The result is 0 (inactive). (6) The compound is S(=O)(=O)(N1CCCC1)c1c(OC)ccc(c1)C(OCc1oc(c(c1)C(OC)=O)C)=O. The result is 0 (inactive).